This data is from Forward reaction prediction with 1.9M reactions from USPTO patents (1976-2016). The task is: Predict the product of the given reaction. (1) Given the reactants [C:1]1([C:7]2[O:8][C:9]([C:15]([F:18])([F:17])[F:16])=[C:10]([C:12]([OH:14])=O)[N:11]=2)[CH:6]=[CH:5][CH:4]=[CH:3][CH:2]=1.[C:19]([O:23][C:24]([N:26]1[CH2:31][CH2:30][CH:29]([NH:32][C:33]2[CH:38]=[CH:37][C:36]([NH2:39])=[CH:35][N:34]=2)[CH2:28][CH2:27]1)=[O:25])([CH3:22])([CH3:21])[CH3:20].F[P-](F)(F)(F)(F)F.Br[P+](N1CCCC1)(N1CCCC1)N1CCCC1.C(N(C(C)C)CC)(C)C, predict the reaction product. The product is: [C:19]([O:23][C:24]([N:26]1[CH2:27][CH2:28][CH:29]([NH:32][C:33]2[CH:38]=[CH:37][C:36]([NH:39][C:12]([C:10]3[N:11]=[C:7]([C:1]4[CH:2]=[CH:3][CH:4]=[CH:5][CH:6]=4)[O:8][C:9]=3[C:15]([F:18])([F:17])[F:16])=[O:14])=[CH:35][N:34]=2)[CH2:30][CH2:31]1)=[O:25])([CH3:22])([CH3:20])[CH3:21]. (2) Given the reactants [CH2:1]([N:3]([CH2:26][C:27]1[CH:32]=[CH:31][CH:30]=[CH:29][C:28]=1[F:33])[C:4](=[O:25])[CH2:5][CH2:6][C:7]1[CH:24]=[CH:23][C:10]([O:11][CH2:12][C:13]2[CH:22]=[CH:21][CH:20]=[CH:19][C:14]=2[C:15]([O:17]C)=[O:16])=[CH:9][CH:8]=1)[CH3:2].[OH-].[K+], predict the reaction product. The product is: [CH2:1]([N:3]([CH2:26][C:27]1[CH:32]=[CH:31][CH:30]=[CH:29][C:28]=1[F:33])[C:4](=[O:25])[CH2:5][CH2:6][C:7]1[CH:24]=[CH:23][C:10]([O:11][CH2:12][C:13]2[CH:22]=[CH:21][CH:20]=[CH:19][C:14]=2[C:15]([OH:17])=[O:16])=[CH:9][CH:8]=1)[CH3:2]. (3) Given the reactants CC(C)([O-])C.[K+].[CH3:7][O:8][C:9]1[CH:14]=[CH:13][C:12]([OH:15])=[CH:11][CH:10]=1.[N+:16]([C:19]1[CH:26]=[CH:25][CH:24]=[CH:23][C:20]=1[CH2:21]Br)([O-:18])=[O:17], predict the reaction product. The product is: [CH3:7][O:8][C:9]1[CH:14]=[CH:13][C:12]([O:15][CH2:21][C:20]2[CH:23]=[CH:24][CH:25]=[CH:26][C:19]=2[N+:16]([O-:18])=[O:17])=[CH:11][CH:10]=1.